Dataset: Acute oral toxicity (LD50) regression data from Zhu et al.. Task: Regression/Classification. Given a drug SMILES string, predict its toxicity properties. Task type varies by dataset: regression for continuous values (e.g., LD50, hERG inhibition percentage) or binary classification for toxic/non-toxic outcomes (e.g., AMES mutagenicity, cardiotoxicity, hepatotoxicity). Dataset: ld50_zhu. (1) The compound is COC(=O)c1ccc(C)cc1. The rat oral LD50 is 1.66, given as -log10 of the dose in mol/kg body weight (higher means more acutely toxic). (2) The drug is O=C(C1CCCCC1)N1CC(=O)N2CCc3ccccc3C2C1. The rat oral LD50 is 2.04, given as -log10 of the dose in mol/kg body weight (higher means more acutely toxic).